Dataset: Full USPTO retrosynthesis dataset with 1.9M reactions from patents (1976-2016). Task: Predict the reactants needed to synthesize the given product. (1) Given the product [Br:7][C:5]1[N:6]=[C:2]([C:13]([OH:15])=[O:14])[S:3][CH:4]=1, predict the reactants needed to synthesize it. The reactants are: Br[C:2]1[S:3][CH:4]=[C:5]([Br:7])[N:6]=1.[Li+].CCC[CH2-].[C:13](=[O:15])=[O:14]. (2) The reactants are: Cl.Cl.[C:3]([C:7]1[CH:12]=[CH:11][CH:10]=[CH:9][C:8]=1[N:13]1[CH2:18][CH2:17][NH:16][CH2:15][CH2:14]1)([CH3:6])([CH3:5])[CH3:4].[NH:19]1[CH:23]=[N:22][C:21]([C:24](O)=[O:25])=[N:20]1.C(N(CC)CC)C.CCN=C=NCCCN(C)C.C1C=CC2N(O)N=NC=2C=1. Given the product [C:3]([C:7]1[CH:12]=[CH:11][CH:10]=[CH:9][C:8]=1[N:13]1[CH2:18][CH2:17][N:16]([C:24]([C:21]2[N:22]=[CH:23][NH:19][N:20]=2)=[O:25])[CH2:15][CH2:14]1)([CH3:6])([CH3:4])[CH3:5], predict the reactants needed to synthesize it. (3) Given the product [Cl:43][C:44]1[CH:49]=[CH:48][C:47]([CH:50]([CH2:54][N:55]2[CH2:57][CH:56]2[CH3:58])[C:51]([N:40]2[CH2:41][CH2:42][N:37]([C:35]3[C:36]4[C@H:28]([CH3:27])[S:29][CH2:30][C:31]=4[N:32]=[CH:33][N:34]=3)[CH2:38][CH2:39]2)=[O:52])=[CH:46][CH:45]=1, predict the reactants needed to synthesize it. The reactants are: CN(C(ON1N=NC2C=CC=CC1=2)=[N+](C)C)C.F[P-](F)(F)(F)(F)F.Cl.Cl.[CH3:27][C@H:28]1[C:36]2[C:35]([N:37]3[CH2:42][CH2:41][NH:40][CH2:39][CH2:38]3)=[N:34][CH:33]=[N:32][C:31]=2[CH2:30][S:29]1.[Cl:43][C:44]1[CH:49]=[CH:48][C:47]([CH:50]([CH2:54][N:55]2[CH2:57][CH:56]2[CH3:58])[C:51](O)=[O:52])=[CH:46][CH:45]=1. (4) Given the product [CH3:1][C:2]1[CH:10]=[CH:9][CH:8]=[CH:7][C:3]=1[C:4]([NH:25][CH2:24][C:18]1([C:15]2[CH:16]=[N:17][C:12]([CH3:11])=[CH:13][CH:14]=2)[CH2:19][CH2:20][O:21][CH2:22][CH2:23]1)=[O:6], predict the reactants needed to synthesize it. The reactants are: [CH3:1][C:2]1[CH:10]=[CH:9][CH:8]=[CH:7][C:3]=1[C:4]([OH:6])=O.[CH3:11][C:12]1[N:17]=[CH:16][C:15]([C:18]2([CH2:24][NH2:25])[CH2:23][CH2:22][O:21][CH2:20][CH2:19]2)=[CH:14][CH:13]=1. (5) Given the product [F:57][C:58]1[C:59]2[N:60]([CH:65]=[C:66]([CH3:68])[N:67]=2)[CH:61]=[C:62]([NH:64][C:18]([C:17]2[CH:16]=[CH:15][C:14]([N:11]3[CH2:12][CH2:13][N:8]([C:6]([O:5][C:1]([CH3:4])([CH3:2])[CH3:3])=[O:7])[CH2:9][CH2:10]3)=[CH:22][CH:21]=2)=[O:20])[CH:63]=1, predict the reactants needed to synthesize it. The reactants are: [C:1]([O:5][C:6]([N:8]1[CH2:13][CH2:12][N:11]([C:14]2[CH:22]=[CH:21][C:17]([C:18]([OH:20])=O)=[CH:16][CH:15]=2)[CH2:10][CH2:9]1)=[O:7])([CH3:4])([CH3:3])[CH3:2].CN(C(ON1N=NC2C=CC=NC1=2)=[N+](C)C)C.F[P-](F)(F)(F)(F)F.C(N(C(C)C)C(C)C)C.Cl.[F:57][C:58]1[C:59]2[N:60]([CH:65]=[C:66]([CH3:68])[N:67]=2)[CH:61]=[C:62]([NH2:64])[CH:63]=1.